This data is from Catalyst prediction with 721,799 reactions and 888 catalyst types from USPTO. The task is: Predict which catalyst facilitates the given reaction. Product: [O:7]1[CH2:5][CH2:4][CH2:3][CH2:2][CH:1]1[O:6][C:13]1[CH:14]=[CH:15][C:10]([CH:9]=[C:2]2[CH2:3][CH2:4][C:5](=[CH:28][C:27]3[CH:30]=[CH:31][C:24]([O:23][CH:18]4[CH2:19][CH2:20][CH2:21][CH2:22][O:17]4)=[CH:25][CH:26]=3)[C:1]2=[O:6])=[CH:11][CH:12]=1. Reactant: [C:1]1(=[O:6])[CH2:5][CH2:4][CH2:3][CH2:2]1.[OH-:7].[Na+].[CH:9](=O)[C:10]1[CH:15]=[CH:14][CH:13]=[CH:12][CH:11]=1.[O:17]1[CH2:22][CH2:21][CH2:20][CH2:19][CH:18]1[O:23][C:24]1[CH:31]=[CH:30][C:27]([CH:28]=O)=[CH:26][CH:25]=1. The catalyst class is: 40.